This data is from NCI-60 drug combinations with 297,098 pairs across 59 cell lines. The task is: Regression. Given two drug SMILES strings and cell line genomic features, predict the synergy score measuring deviation from expected non-interaction effect. (1) Drug 1: CCC1=CC2CC(C3=C(CN(C2)C1)C4=CC=CC=C4N3)(C5=C(C=C6C(=C5)C78CCN9C7C(C=CC9)(C(C(C8N6C)(C(=O)OC)O)OC(=O)C)CC)OC)C(=O)OC. Drug 2: CN1C=C(C=N1)C2=C3N=C(C(=C(N3N=C2)N)Br)C4CCCNC4. Cell line: SW-620. Synergy scores: CSS=48.1, Synergy_ZIP=5.41, Synergy_Bliss=3.61, Synergy_Loewe=-36.2, Synergy_HSA=3.79. (2) Drug 1: CN(C)C1=NC(=NC(=N1)N(C)C)N(C)C. Drug 2: COC1=C2C(=CC3=C1OC=C3)C=CC(=O)O2. Cell line: UO-31. Synergy scores: CSS=-3.30, Synergy_ZIP=1.74, Synergy_Bliss=-0.496, Synergy_Loewe=-1.59, Synergy_HSA=-2.65. (3) Drug 1: C1=C(C(=O)NC(=O)N1)F. Drug 2: CCN(CC)CCNC(=O)C1=C(NC(=C1C)C=C2C3=C(C=CC(=C3)F)NC2=O)C. Cell line: HCC-2998. Synergy scores: CSS=21.0, Synergy_ZIP=-4.08, Synergy_Bliss=-9.12, Synergy_Loewe=-9.92, Synergy_HSA=-9.76. (4) Drug 1: C1=CC(=CC=C1CC(C(=O)O)N)N(CCCl)CCCl.Cl. Drug 2: C1=CC(=CC=C1CCCC(=O)O)N(CCCl)CCCl. Cell line: SNB-75. Synergy scores: CSS=26.4, Synergy_ZIP=-2.65, Synergy_Bliss=6.54, Synergy_Loewe=1.32, Synergy_HSA=4.70. (5) Drug 1: CCC1=C2CN3C(=CC4=C(C3=O)COC(=O)C4(CC)O)C2=NC5=C1C=C(C=C5)O. Drug 2: C1CN1C2=NC(=NC(=N2)N3CC3)N4CC4. Cell line: NCI-H322M. Synergy scores: CSS=3.82, Synergy_ZIP=-0.660, Synergy_Bliss=1.49, Synergy_Loewe=-1.18, Synergy_HSA=0.224.